From a dataset of Full USPTO retrosynthesis dataset with 1.9M reactions from patents (1976-2016). Predict the reactants needed to synthesize the given product. The reactants are: C([O:3][C:4]([C:6]1[C:7]([O:14][C:15]2[CH:20]=[CH:19][CH:18]=[CH:17][C:16]=2[CH3:21])=[N:8][C:9]([S:12][CH3:13])=[N:10][CH:11]=1)=[O:5])C.[OH-].[Na+].Cl. Given the product [CH3:13][S:12][C:9]1[N:8]=[C:7]([O:14][C:15]2[CH:20]=[CH:19][CH:18]=[CH:17][C:16]=2[CH3:21])[C:6]([C:4]([OH:5])=[O:3])=[CH:11][N:10]=1, predict the reactants needed to synthesize it.